From a dataset of NCI-60 drug combinations with 297,098 pairs across 59 cell lines. Regression. Given two drug SMILES strings and cell line genomic features, predict the synergy score measuring deviation from expected non-interaction effect. (1) Drug 1: CNC(=O)C1=NC=CC(=C1)OC2=CC=C(C=C2)NC(=O)NC3=CC(=C(C=C3)Cl)C(F)(F)F. Drug 2: C(CCl)NC(=O)N(CCCl)N=O. Cell line: IGROV1. Synergy scores: CSS=0.230, Synergy_ZIP=0.364, Synergy_Bliss=-1.88, Synergy_Loewe=-11.0, Synergy_HSA=-7.30. (2) Drug 1: C1=CC(=CC=C1CCCC(=O)O)N(CCCl)CCCl. Drug 2: CCC1(CC2CC(C3=C(CCN(C2)C1)C4=CC=CC=C4N3)(C5=C(C=C6C(=C5)C78CCN9C7C(C=CC9)(C(C(C8N6C=O)(C(=O)OC)O)OC(=O)C)CC)OC)C(=O)OC)O.OS(=O)(=O)O. Cell line: LOX IMVI. Synergy scores: CSS=38.2, Synergy_ZIP=-9.23, Synergy_Bliss=-3.10, Synergy_Loewe=-1.61, Synergy_HSA=0.706.